The task is: Predict the product of the given reaction.. This data is from Forward reaction prediction with 1.9M reactions from USPTO patents (1976-2016). (1) Given the reactants [CH2:1]([OH:7])[CH2:2][CH2:3][CH2:4][CH:5]=[CH2:6].C(N(CC)CC)C.[C:15](Cl)(=[O:19])[C:16]([CH3:18])=[CH2:17].O, predict the reaction product. The product is: [C:15]([O:7][CH2:1][CH2:2][CH2:3][CH2:4][CH:5]=[CH2:6])(=[O:19])[C:16]([CH3:18])=[CH2:17]. (2) Given the reactants [CH3:1][N:2]1[CH:6]=[C:5]([N+:7]([O-:9])=[O:8])[CH:4]=[C:3]1[C:10](Cl)=[O:11].[N:13]1([CH2:19][CH2:20][NH2:21])[CH2:18][CH2:17][O:16][CH2:15][CH2:14]1.CCN(CC)CC, predict the reaction product. The product is: [CH3:1][N:2]1[CH:6]=[C:5]([N+:7]([O-:9])=[O:8])[CH:4]=[C:3]1[C:10]([NH:21][CH2:20][CH2:19][N:13]1[CH2:18][CH2:17][O:16][CH2:15][CH2:14]1)=[O:11]. (3) Given the reactants F[C:2]1[CH:9]=[CH:8][CH:7]=[CH:6][C:3]=1[CH:4]=[O:5].C(=O)([O-])[O-].[K+].[K+].[CH3:16][C:17]([SH:20])([CH3:19])[CH3:18], predict the reaction product. The product is: [C:17]([S:20][C:2]1[CH:9]=[CH:8][CH:7]=[CH:6][C:3]=1[CH:4]=[O:5])([CH3:19])([CH3:18])[CH3:16]. (4) Given the reactants [OH:1][C:2]1[CH:3]=[C:4](/[CH:9]=[CH:10]/[C:11]([N:13]2[CH2:18][CH2:17][CH:16]([C:19]3[CH:20]=[C:21]([CH:31]=[CH:32][CH:33]=3)[CH2:22][NH:23]C(=O)OC(C)(C)C)[CH2:15][CH2:14]2)=[O:12])[CH:5]=[CH:6][C:7]=1[OH:8].[ClH:34], predict the reaction product. The product is: [ClH:34].[NH2:23][CH2:22][C:21]1[CH:20]=[C:19]([CH:16]2[CH2:15][CH2:14][N:13]([C:11](=[O:12])/[CH:10]=[CH:9]/[C:4]3[CH:5]=[CH:6][C:7]([OH:8])=[C:2]([OH:1])[CH:3]=3)[CH2:18][CH2:17]2)[CH:33]=[CH:32][CH:31]=1. (5) Given the reactants [CH2:1]([O:3][C:4]1[N:8]([CH2:9][C:10]2[CH:15]=[CH:14][C:13]([C:16]3[CH:21]=[CH:20][CH:19]=[CH:18][C:17]=3[C:22]3[NH:26][C:25](=[O:27])[O:24][N:23]=3)=[CH:12][CH:11]=2)[C:7]2[C:28]([C:32]([O-:34])=[O:33])=[CH:29][CH:30]=[CH:31][C:6]=2[N:5]=1)[CH3:2].[Na+].[Na+].[CH2:1]([O:3][C:4]1[N:8]([CH2:9][C:10]2[CH:11]=[CH:12][C:13]([C:16]3[CH:21]=[CH:20][CH:19]=[CH:18][C:17]=3[C:22]3[NH:26][C:25](=[O:27])[O:24][N:23]=3)=[CH:14][CH:15]=2)[C:7]2[C:28]([C:32]([O-:34])=[O:33])=[CH:29][CH:30]=[CH:31][C:6]=2[N:5]=1)[CH3:2].Cl[CH2:72][C:73]1[O:74][C:75](=[O:79])[O:76][C:77]=1[CH3:78], predict the reaction product. The product is: [CH2:1]([O:3][C:4]1[N:8]([CH2:9][C:10]2[CH:11]=[CH:12][C:13]([C:16]3[CH:21]=[CH:20][CH:19]=[CH:18][C:17]=3[C:22]3[NH:26][C:25](=[O:27])[O:24][N:23]=3)=[CH:14][CH:15]=2)[C:7]2[C:28]([C:32]([O:34][CH2:72][C:73]3[O:74][C:75](=[O:79])[O:76][C:77]=3[CH3:78])=[O:33])=[CH:29][CH:30]=[CH:31][C:6]=2[N:5]=1)[CH3:2]. (6) Given the reactants [Na].[OH:2][C:3]1[CH:17]=[CH:16][C:6]([C:7]([C:9]2[CH:14]=[CH:13][C:12]([OH:15])=[CH:11][CH:10]=2)=[O:8])=[CH:5][CH:4]=1.Br[CH2:19][CH2:20][CH2:21][CH2:22][CH2:23][CH2:24][CH2:25][CH2:26][CH2:27][CH2:28][CH2:29][CH2:30][CH2:31][CH2:32][CH2:33][CH2:34][CH2:35][CH3:36], predict the reaction product. The product is: [CH2:19]([O:2][C:3]1[CH:17]=[CH:16][C:6]([C:7]([C:9]2[CH:14]=[CH:13][C:12]([O:15][CH2:36][CH2:35][CH2:34][CH2:33][CH2:32][CH2:31][CH2:30][CH2:29][CH2:28][CH2:27][CH2:26][CH2:25][CH2:24][CH2:23][CH2:22][CH2:21][CH2:20][CH3:19])=[CH:11][CH:10]=2)=[O:8])=[CH:5][CH:4]=1)[CH2:20][CH2:21][CH2:22][CH2:23][CH2:24][CH2:25][CH2:26][CH2:27][CH2:28][CH2:29][CH2:30][CH2:31][CH2:32][CH2:33][CH2:34][CH2:35][CH3:36]. (7) Given the reactants [CH3:1][C:2]1([CH3:15])[CH:8]2[CH:9]3[CH2:12][CH2:13][CH:7]2[C:6]([CH3:14])([C:10]3=[CH2:11])[CH2:5][CH2:4][CH2:3]1.C(O)(=[O:18])C, predict the reaction product. The product is: [CH3:9][C:10]1([CH3:11])[CH:12]2[C:3]3([CH2:14][CH:6]1[CH2:5][CH2:4]3)[C:2]([CH3:15])([CH3:1])[CH2:8][CH2:7][C:13]2=[O:18]. (8) Given the reactants [CH2:1]([O:8][C:9]1[C:10]([C:28](O)=[O:29])=[N:11][C:12]([CH2:16][C:17]2([C:22]3[CH:27]=[CH:26][CH:25]=[CH:24][N:23]=3)[CH2:21][CH2:20][CH2:19][CH2:18]2)=[N:13][C:14]=1[OH:15])[C:2]1[CH:7]=[CH:6][CH:5]=[CH:4][CH:3]=1.C(N(CC)C(C)C)(C)C.CN(C(ON1N=NC2C=CC=NC1=2)=[N+](C)C)C.F[P-](F)(F)(F)(F)F.[Si:64]([O:71][CH2:72][CH2:73][NH:74][CH:75]1[CH2:77][CH2:76]1)([C:67]([CH3:70])([CH3:69])[CH3:68])([CH3:66])[CH3:65], predict the reaction product. The product is: [Si:64]([O:71][CH2:72][CH2:73][N:74]([CH:75]1[CH2:76][CH2:77]1)[C:28]([C:10]1[C:9]([O:8][CH2:1][C:2]2[CH:3]=[CH:4][CH:5]=[CH:6][CH:7]=2)=[C:14]([OH:15])[N:13]=[C:12]([CH2:16][C:17]2([C:22]3[CH:27]=[CH:26][CH:25]=[CH:24][N:23]=3)[CH2:21][CH2:20][CH2:19][CH2:18]2)[N:11]=1)=[O:29])([C:67]([CH3:70])([CH3:69])[CH3:68])([CH3:66])[CH3:65].